Task: Predict the product of the given reaction.. Dataset: Forward reaction prediction with 1.9M reactions from USPTO patents (1976-2016) Given the reactants [NH2:1][CH2:2][C@H:3]1[C@H:9]([C:10]2[CH:15]=[CH:14][C:13]([Cl:16])=[C:12]([Cl:17])[CH:11]=2)[O:8][CH2:7][CH2:6][N:5]([C:18]([O:20][C:21]([CH3:24])([CH3:23])[CH3:22])=[O:19])[CH2:4]1.[OH-].[Na+].[CH2:27]([CH2:30][O:31]C)[O:28]C, predict the reaction product. The product is: [Cl:17][C:12]1[CH:11]=[C:10]([C@@H:9]2[O:8][CH2:7][CH2:6][N:5]([C:18]([O:20][C:21]([CH3:24])([CH3:23])[CH3:22])=[O:19])[CH2:4][C@H:3]2[CH2:2][NH:1][C:27](=[O:28])[CH2:30][OH:31])[CH:15]=[CH:14][C:13]=1[Cl:16].